Dataset: Reaction yield outcomes from USPTO patents with 853,638 reactions. Task: Predict the reaction yield, written as a fraction of the theoretical maximum amount of product (1.0 means a 100% yield; for example, 0.34 means a 34% yield). (1) The reactants are Cl.[NH2:2][C:3]([CH3:13])([CH3:12])[CH2:4][C:5]1[CH:11]=[CH:10][C:8]([NH2:9])=[CH:7][CH:6]=1.[C:14]1([S:20](Cl)(=[O:22])=[O:21])[CH:19]=[CH:18][CH:17]=[CH:16][CH:15]=1. The catalyst is CN(C=O)C. The product is [CH3:12][C:3]([NH2:2])([CH3:13])[CH2:4][C:5]1[CH:11]=[CH:10][C:8]([NH:9][S:20]([C:14]2[CH:19]=[CH:18][CH:17]=[CH:16][CH:15]=2)(=[O:22])=[O:21])=[CH:7][CH:6]=1. The yield is 0.380. (2) The reactants are F[C:2]1[CH:9]=[CH:8][C:5]([C:6]#[N:7])=[CH:4][CH:3]=1.Cl.[F:11][C@H:12]1[CH2:16][CH2:15][NH:14][CH2:13]1.C([O-])([O-])=O.[K+].[K+]. The catalyst is C(#N)C. The product is [F:11][C@H:12]1[CH2:16][CH2:15][N:14]([C:2]2[CH:9]=[CH:8][C:5]([C:6]#[N:7])=[CH:4][CH:3]=2)[CH2:13]1. The yield is 0.690. (3) The reactants are Cl[C:2]1[CH:7]=[CH:6][C:5]([N+:8]([O-:10])=[O:9])=[CH:4][C:3]=1[S:11]([NH2:14])(=[O:13])=[O:12].C(=O)([O-])[O-].[NH4+:19].[NH4+]. The catalyst is [OH-].[NH4+].S([O-])([O-])(=O)=O.[Cu+2]. The product is [NH2:19][C:2]1[CH:7]=[CH:6][C:5]([N+:8]([O-:10])=[O:9])=[CH:4][C:3]=1[S:11]([NH2:14])(=[O:13])=[O:12]. The yield is 0.365. (4) The product is [CH3:10][N:11]1[CH2:16][CH2:15][N:14]([C:17]2[S:18][CH:19]=[C:20]([C:22]3[CH:23]=[CH:24][C:25]([C:28]([NH:30][C:31]4([C:37]([NH:39][C@H:40]([CH:45]=[O:46])[CH2:41][CH2:42][S:43][CH3:44])=[O:38])[CH2:36][CH2:35][CH2:34][CH2:33][CH2:32]4)=[O:29])=[CH:26][CH:27]=3)[N:21]=2)[CH2:13][CH2:12]1. The reactants are C(N(CC)C(C)C)(C)C.[CH3:10][N:11]1[CH2:16][CH2:15][N:14]([C:17]2[S:18][CH:19]=[C:20]([C:22]3[CH:27]=[CH:26][C:25]([C:28]([NH:30][C:31]4([C:37]([NH:39][C@H:40]([CH2:45][OH:46])[CH2:41][CH2:42][S:43][CH3:44])=[O:38])[CH2:36][CH2:35][CH2:34][CH2:33][CH2:32]4)=[O:29])=[CH:24][CH:23]=3)[N:21]=2)[CH2:13][CH2:12]1. The yield is 0.640. The catalyst is CS(C)=O.C(Cl)Cl. (5) The reactants are [Br:1][C:2]1[CH:10]=[CH:9][C:5]([C:6](Cl)=[O:7])=[C:4]([F:11])[CH:3]=1.[NH2:12][CH2:13][C@H:14]([OH:16])[CH3:15].C(N(CC)CC)C. The catalyst is C(Cl)Cl. The product is [Br:1][C:2]1[CH:10]=[CH:9][C:5]([C:6]([NH:12][CH2:13][C@H:14]([OH:16])[CH3:15])=[O:7])=[C:4]([F:11])[CH:3]=1. The yield is 0.880. (6) The reactants are [CH:1]1([C:6]([C:8]2[S:12][C:11]([NH:13][C:14](=[O:20])OC(C)(C)C)=[N:10][C:9]=2[C:21]2[O:22][CH:23]=[CH:24][CH:25]=2)=[O:7])[CH2:5][CH2:4][CH2:3][CH2:2]1.[NH:26]1[CH2:31][CH2:30][O:29][CH2:28][CH2:27]1. The catalyst is O1CCOCC1. The product is [CH:1]1([C:6]([C:8]2[S:12][C:11]([NH:13][C:14]([N:26]3[CH2:31][CH2:30][O:29][CH2:28][CH2:27]3)=[O:20])=[N:10][C:9]=2[C:21]2[O:22][CH:23]=[CH:24][CH:25]=2)=[O:7])[CH2:2][CH2:3][CH2:4][CH2:5]1. The yield is 0.640.